Dataset: Full USPTO retrosynthesis dataset with 1.9M reactions from patents (1976-2016). Task: Predict the reactants needed to synthesize the given product. Given the product [N:58]1[C:53]2[C:52](=[N:57][CH:56]=[CH:55][CH:54]=2)[N:51]([O:36][C:35](=[O:37])[C:34]2[CH:38]=[CH:39][C:31]([NH:30][C:28]([C@H:9]3[C@H:8]([C:4]4[CH:5]=[CH:6][CH:7]=[C:2]([Cl:1])[C:3]=4[F:42])[C@:12]([C:15]4[CH:20]=[CH:19][C:18]([Cl:21])=[CH:17][C:16]=4[F:22])([C:13]#[N:14])[C@H:11]([CH2:23][C:24]([CH3:26])([CH3:27])[CH3:25])[NH:10]3)=[O:29])=[C:32]([O:40][CH3:41])[CH:33]=2)[N:59]=1, predict the reactants needed to synthesize it. The reactants are: [Cl:1][C:2]1[C:3]([F:42])=[C:4]([C@@H:8]2[C@:12]([C:15]3[CH:20]=[CH:19][C:18]([Cl:21])=[CH:17][C:16]=3[F:22])([C:13]#[N:14])[C@H:11]([CH2:23][C:24]([CH3:27])([CH3:26])[CH3:25])[NH:10][C@H:9]2[C:28]([NH:30][C:31]2[CH:39]=[CH:38][C:34]([C:35]([OH:37])=[O:36])=[CH:33][C:32]=2[O:40][CH3:41])=[O:29])[CH:5]=[CH:6][CH:7]=1.CN(C(O[N:51]1[N:59]=[N:58][C:53]2[CH:54]=[CH:55][CH:56]=[N:57][C:52]1=2)=[N+](C)C)C.F[P-](F)(F)(F)(F)F.